From a dataset of NCI-60 drug combinations with 297,098 pairs across 59 cell lines. Regression. Given two drug SMILES strings and cell line genomic features, predict the synergy score measuring deviation from expected non-interaction effect. Drug 1: CCC1(CC2CC(C3=C(CCN(C2)C1)C4=CC=CC=C4N3)(C5=C(C=C6C(=C5)C78CCN9C7C(C=CC9)(C(C(C8N6C)(C(=O)OC)O)OC(=O)C)CC)OC)C(=O)OC)O.OS(=O)(=O)O. Drug 2: CC1CCC2CC(C(=CC=CC=CC(CC(C(=O)C(C(C(=CC(C(=O)CC(OC(=O)C3CCCCN3C(=O)C(=O)C1(O2)O)C(C)CC4CCC(C(C4)OC)O)C)C)O)OC)C)C)C)OC. Cell line: DU-145. Synergy scores: CSS=11.8, Synergy_ZIP=-8.15, Synergy_Bliss=-8.45, Synergy_Loewe=-1.28, Synergy_HSA=-1.22.